This data is from Full USPTO retrosynthesis dataset with 1.9M reactions from patents (1976-2016). The task is: Predict the reactants needed to synthesize the given product. Given the product [CH2:19]([O:18][C:16]([C:15]1[CH:14]=[C:13]([OH:21])[C:8]2[CH:9]=[CH:10][O:6][C:7]=2[CH:11]=1)=[O:17])[CH3:20], predict the reactants needed to synthesize it. The reactants are: CC(C)([O-])C.[O:6]1[CH:10]=[CH:9][CH:8]=[C:7]1[CH:11]=O.[C:13](OCC)(=[O:21])[CH2:14][CH2:15][C:16]([O:18][CH2:19][CH3:20])=[O:17].CC([O-])=O.[Na+].C([O-])([O-])=O.[K+].[K+].